This data is from Forward reaction prediction with 1.9M reactions from USPTO patents (1976-2016). The task is: Predict the product of the given reaction. (1) Given the reactants [CH3:1][C:2]([CH3:11])([CH2:7][C:8]([OH:10])=[O:9])[CH2:3][C:4](O)=[O:5].C(OC(=O)C)(=O)C, predict the reaction product. The product is: [CH3:1][C:2]1([CH3:11])[CH2:7][C:8](=[O:10])[O:9][C:4](=[O:5])[CH2:3]1. (2) Given the reactants [F:1][C:2]1[CH:13]=[CH:12][CH:11]=[CH:10][C:3]=1[C:4](N(OC)C)=[O:5].[CH:14]([Mg]Br)=[CH2:15], predict the reaction product. The product is: [F:1][C:2]1[CH:13]=[CH:12][CH:11]=[CH:10][C:3]=1[C:4](=[O:5])[CH:14]=[CH2:15]. (3) Given the reactants [F:1][C:2]([F:22])([C:16]1[CH:21]=[CH:20][CH:19]=[CH:18][CH:17]=1)[CH2:3][N:4]1[C:12]2[C:7](=[CH:8][CH:9]=[CH:10][CH:11]=2)[C:6]([C:13]([OH:15])=O)=[CH:5]1.Cl.[F:24][C:25]([F:44])([F:43])[C:26]([NH:28][CH2:29][C:30]1[CH:35]=[CH:34][C:33]([F:36])=[C:32]([CH:37]2[CH2:42][CH2:41][NH:40][CH2:39][CH2:38]2)[CH:31]=1)=[O:27], predict the reaction product. The product is: [F:1][C:2]([F:22])([C:16]1[CH:17]=[CH:18][CH:19]=[CH:20][CH:21]=1)[CH2:3][N:4]1[C:12]2[C:7](=[CH:8][CH:9]=[CH:10][CH:11]=2)[C:6]([C:13]([N:40]2[CH2:41][CH2:42][CH:37]([C:32]3[CH:31]=[C:30]([CH:35]=[CH:34][C:33]=3[F:36])[CH2:29][NH:28][C:26](=[O:27])[C:25]([F:44])([F:43])[F:24])[CH2:38][CH2:39]2)=[O:15])=[CH:5]1. (4) Given the reactants [C:1]([C:3]1[CH:8]=[CH:7][CH:6]=[CH:5][C:4]=1[S:9]([O:12][C:13]1[CH:14]=[C:15]([OH:20])[CH:16]=[C:17]([CH3:19])[CH:18]=1)(=[O:11])=[O:10])#[N:2].O.[C:22]1(O)C=C(C)C=[C:24]([OH:25])[CH:23]=1.C(C1C=CC=CC=1S([Cl:42])(=O)=O)#N, predict the reaction product. The product is: [ClH:42].[C:1]([C:3]1[CH:8]=[CH:7][CH:6]=[CH:5][C:4]=1[S:9]([O:12][C:13]1[CH:14]=[C:15]([CH:16]=[C:17]([CH3:19])[CH:18]=1)[O:20][CH2:22][CH2:23][CH2:24][OH:25])(=[O:11])=[O:10])#[N:2]. (5) Given the reactants [CH3:1][O:2][C:3]1[CH:4]=[C:5]2[C:10](=[CH:11][C:12]=1[O:13][CH3:14])[N:9]=[CH:8][CH:7]=[C:6]2[O:15][C:16]1[CH:22]=[CH:21][C:19]([NH2:20])=[C:18]([CH3:23])[C:17]=1[CH3:24].C(N(CC)CC)C.ClC(Cl)(O[C:36](=[O:42])OC(Cl)(Cl)Cl)Cl.[F:44][C:45]1[CH:50]=[CH:49][C:48]([C@H:51]([NH2:53])[CH3:52])=[CH:47][CH:46]=1, predict the reaction product. The product is: [CH3:1][O:2][C:3]1[CH:4]=[C:5]2[C:10](=[CH:11][C:12]=1[O:13][CH3:14])[N:9]=[CH:8][CH:7]=[C:6]2[O:15][C:16]1[CH:22]=[CH:21][C:19]([NH:20][C:36]([NH:53][C@@H:51]([C:48]2[CH:49]=[CH:50][C:45]([F:44])=[CH:46][CH:47]=2)[CH3:52])=[O:42])=[C:18]([CH3:23])[C:17]=1[CH3:24].